Dataset: Catalyst prediction with 721,799 reactions and 888 catalyst types from USPTO. Task: Predict which catalyst facilitates the given reaction. (1) Reactant: C(O/[CH:4]=[C:5](\[CH3:12])/[C:6](=O)[C:7]([F:10])([F:9])[F:8])C.O.[NH2:14][NH2:15]. Product: [CH3:12][C:5]1[C:6]([C:7]([F:10])([F:9])[F:8])=[N:14][NH:15][CH:4]=1. The catalyst class is: 14. (2) Reactant: [CH3:1][O:2][C:3]1[CH:4]=[CH:5][C:6]([N+:18]([O-:20])=[O:19])=[C:7]([N:9](S(C)(=O)=O)[S:10]([CH3:13])(=[O:12])=[O:11])[CH:8]=1.O1CCCC1.[OH-].[Na+]. Product: [CH3:1][O:2][C:3]1[CH:4]=[CH:5][C:6]([N+:18]([O-:20])=[O:19])=[C:7]([NH:9][S:10]([CH3:13])(=[O:12])=[O:11])[CH:8]=1. The catalyst class is: 6. (3) Reactant: Cl.[F:2][C:3]([F:34])([F:33])[C:4]1[CH:28]=[C:27]([C:29]([F:32])([F:31])[F:30])[CH:26]=[CH:25][C:5]=1[CH2:6][N:7]1[CH2:12][CH2:11][CH:10](/[CH:13]=[C:14]2/[C:15]([NH:20][CH2:21][C:22](O)=[O:23])=[N:16][C:17](=[O:19])[S:18]/2)[CH2:9][CH2:8]1.C(N(C(C)C)C(C)C)C.[CH3:44][O:45][CH2:46][CH2:47][NH2:48].F[P-](F)(F)(F)(F)F.C(C(=NO[C+](N(C)C)N1CCOCC1)C(OCC)=O)#N. Product: [F:34][C:3]([F:2])([F:33])[C:4]1[CH:28]=[C:27]([C:29]([F:31])([F:32])[F:30])[CH:26]=[CH:25][C:5]=1[CH2:6][N:7]1[CH2:12][CH2:11][CH:10](/[CH:13]=[C:14]2/[C:15]([NH:20][CH2:21][C:22]([NH:48][CH2:47][CH2:46][O:45][CH3:44])=[O:23])=[N:16][C:17](=[O:19])[S:18]/2)[CH2:9][CH2:8]1. The catalyst class is: 18. (4) Reactant: [CH2:1]([O:3][C:4]([C:6]1[C:14]2[C:9](=[CH:10][CH:11]=[C:12](OS(C(F)(F)F)(=O)=O)[CH:13]=2)[N:8]([C:23]2[CH:28]=[CH:27][C:26]([CH:29]([CH3:31])[CH3:30])=[CH:25][CH:24]=2)[C:7]=1[CH2:32][C:33]([O:35][CH2:36][CH3:37])=[O:34])=[O:5])[CH3:2].[F:38][C:39]([F:50])([F:49])[C:40]1[CH:45]=[CH:44][C:43](B(O)O)=[CH:42][CH:41]=1.C([O-])([O-])=O.[K+].[K+].O1CCOCC1. Product: [CH2:1]([O:3][C:4]([C:6]1[C:14]2[C:9](=[CH:10][CH:11]=[C:12]([C:43]3[CH:44]=[CH:45][C:40]([C:39]([F:50])([F:49])[F:38])=[CH:41][CH:42]=3)[CH:13]=2)[N:8]([C:23]2[CH:24]=[CH:25][C:26]([CH:29]([CH3:31])[CH3:30])=[CH:27][CH:28]=2)[C:7]=1[CH2:32][C:33]([O:35][CH2:36][CH3:37])=[O:34])=[O:5])[CH3:2]. The catalyst class is: 518.